This data is from Peptide-MHC class I binding affinity with 185,985 pairs from IEDB/IMGT. The task is: Regression. Given a peptide amino acid sequence and an MHC pseudo amino acid sequence, predict their binding affinity value. This is MHC class I binding data. (1) The binding affinity (normalized) is 0.493. The MHC is HLA-A02:17 with pseudo-sequence HLA-A02:17. The peptide sequence is VLFSGVSWTM. (2) The peptide sequence is MVDVSMMSMY. The MHC is HLA-A31:01 with pseudo-sequence HLA-A31:01. The binding affinity (normalized) is 0.0683. (3) The peptide sequence is EMKEAFHGL. The MHC is HLA-A03:01 with pseudo-sequence HLA-A03:01. The binding affinity (normalized) is 0.0847. (4) The peptide sequence is LEGLADAIW. The MHC is HLA-A02:01 with pseudo-sequence HLA-A02:01. The binding affinity (normalized) is 0.0847.